This data is from Full USPTO retrosynthesis dataset with 1.9M reactions from patents (1976-2016). The task is: Predict the reactants needed to synthesize the given product. (1) Given the product [OH:1][CH2:2][C:3]([NH:6][C:7]1[CH:14]=[CH:13][C:10]([C:11]([OH:19])=[O:16])=[C:9]([CH3:15])[CH:8]=1)([CH3:5])[CH3:4], predict the reactants needed to synthesize it. The reactants are: [OH:1][CH2:2][C:3]([NH:6][C:7]1[CH:14]=[CH:13][C:10]([C:11]#N)=[C:9]([CH3:15])[CH:8]=1)([CH3:5])[CH3:4].[OH-:16].[Na+].Cl.[OH2:19].CO. (2) Given the product [Cl:1][C:2]1[CH:27]=[CH:26][CH:25]=[C:24]([CH:28]2[CH2:30][CH2:29]2)[C:3]=1[C:4]([N:6]1[C:14]2[C:9](=[CH:10][CH:11]=[C:12]([C:15]([N:17]3[CH2:20][CH:19]([O:21][CH3:22])[CH2:18]3)=[O:16])[CH:13]=2)[C:8]([C:39]2[CH2:44][CH2:43][CH:42]([C:45]([O:47][C:48]([CH3:51])([CH3:50])[CH3:49])=[O:46])[CH2:41][CH:40]=2)=[N:7]1)=[O:5], predict the reactants needed to synthesize it. The reactants are: [Cl:1][C:2]1[CH:27]=[CH:26][CH:25]=[C:24]([CH:28]2[CH2:30][CH2:29]2)[C:3]=1[C:4]([N:6]1[C:14]2[C:9](=[CH:10][CH:11]=[C:12]([C:15]([N:17]3[CH2:20][CH:19]([O:21][CH3:22])[CH2:18]3)=[O:16])[CH:13]=2)[C:8](I)=[N:7]1)=[O:5].CC1(C)C(C)(C)OB([C:39]2[CH2:44][CH2:43][CH:42]([C:45]([O:47][C:48]([CH3:51])([CH3:50])[CH3:49])=[O:46])[CH2:41][CH:40]=2)O1.C1COCC1.[O-]P([O-])([O-])=O.[K+].[K+].[K+]. (3) Given the product [I:13][C:3]1[C:2]([CH3:1])=[N:6][NH:5][C:4]=1[C:7]1[CH:8]=[CH:9][CH:10]=[CH:11][CH:12]=1, predict the reactants needed to synthesize it. The reactants are: [CH3:1][C:2]1[NH:6][N:5]=[C:4]([C:7]2[CH:12]=[CH:11][CH:10]=[CH:9][CH:8]=2)[CH:3]=1.[I-:13].[Na+].II.C([O-])([O-])=O.[K+].[K+]. (4) The reactants are: [CH:1]1([C:7]2[CH:15]=[CH:14][C:10]([C:11]([OH:13])=[O:12])=[CH:9][C:8]=2[C:16]([F:19])([F:18])[F:17])[CH2:6][CH2:5][CH2:4][CH2:3][CH2:2]1.[CH2:20](OCC)C.[Si](C=[N+]=[N-])(C)(C)C.CC(O)=O. Given the product [CH:1]1([C:7]2[CH:15]=[CH:14][C:10]([C:11]([O:13][CH3:20])=[O:12])=[CH:9][C:8]=2[C:16]([F:17])([F:18])[F:19])[CH2:2][CH2:3][CH2:4][CH2:5][CH2:6]1, predict the reactants needed to synthesize it. (5) Given the product [CH3:1][O:2][C:3](=[O:15])[C:4]1[C:5](=[C:10]([NH:24][C:23]2[CH:25]=[CH:26][C:20]([C:16]([CH3:19])([CH3:18])[CH3:17])=[CH:21][CH:22]=2)[CH:11]=[CH:12][CH:13]=1)[C:6]([O:8][CH3:9])=[O:7], predict the reactants needed to synthesize it. The reactants are: [CH3:1][O:2][C:3](=[O:15])[C:4]1[C:5](=[C:10](I)[CH:11]=[CH:12][CH:13]=1)[C:6]([O:8][CH3:9])=[O:7].[C:16]([C:20]1[CH:26]=[CH:25][C:23]([NH2:24])=[CH:22][CH:21]=1)([CH3:19])([CH3:18])[CH3:17].C1C=CC(P(C2C(C3C(P(C4C=CC=CC=4)C4C=CC=CC=4)=CC=C4C=3C=CC=C4)=C3C(C=CC=C3)=CC=2)C2C=CC=CC=2)=CC=1.C(=O)([O-])[O-].[Cs+].[Cs+].